Dataset: Forward reaction prediction with 1.9M reactions from USPTO patents (1976-2016). Task: Predict the product of the given reaction. (1) Given the reactants [NH2:1][C:2]1[CH:3]=[C:4]([CH:7]=[CH:8][C:9]=1[O:10][CH3:11])[C:5]#[N:6].Br.Br[CH:14]([C:16]1[CH:17]=[C:18]([C:33]([N:35]([CH3:37])[CH3:36])=[O:34])[CH:19]=[C:20]2[C:25]=1[O:24][C:23]([N:26]1[CH2:31][CH2:30][O:29][CH2:28][CH2:27]1)=[CH:22][C:21]2=[O:32])[CH3:15], predict the reaction product. The product is: [C:5]([C:4]1[CH:7]=[CH:8][C:9]([O:10][CH3:11])=[C:2]([NH:1][CH:14]([C:16]2[CH:17]=[C:18]([C:33]([N:35]([CH3:37])[CH3:36])=[O:34])[CH:19]=[C:20]3[C:25]=2[O:24][C:23]([N:26]2[CH2:31][CH2:30][O:29][CH2:28][CH2:27]2)=[CH:22][C:21]3=[O:32])[CH3:15])[CH:3]=1)#[N:6]. (2) Given the reactants [OH-].[Li+].[Cl:3][C:4]1[CH:5]=[C:6]([NH:10][C:11]2[S:12][C:13]([C:16]3[CH:17]=[C:18]4[C:23](=[CH:24][CH:25]=3)[C:22](=[O:26])[C:21]([CH2:32][C:33]([O:35]C)=[O:34])([CH2:27][C:28]([F:31])([F:30])[F:29])[CH2:20][CH2:19]4)=[CH:14][N:15]=2)[CH:7]=[CH:8][CH:9]=1, predict the reaction product. The product is: [Cl:3][C:4]1[CH:5]=[C:6]([NH:10][C:11]2[S:12][C:13]([C:16]3[CH:17]=[C:18]4[C:23](=[CH:24][CH:25]=3)[C:22](=[O:26])[C:21]([CH2:32][C:33]([OH:35])=[O:34])([CH2:27][C:28]([F:31])([F:30])[F:29])[CH2:20][CH2:19]4)=[CH:14][N:15]=2)[CH:7]=[CH:8][CH:9]=1. (3) Given the reactants Br[C:2]1[C:10]2[C:5](=[N:6][CH:7]=[N:8][C:9]=2[NH2:11])[N:4]([C:12]([CH3:15])([CH3:14])[CH3:13])[N:3]=1.C[C:17]([CH3:28])([C:19](=[O:27])[CH2:20][C:21](=O)[C:22]([CH3:25])(C)C)C.C(=O)([O-])[O-].[Cs+].[Cs+].O.CN1C[CH2:40][CH2:39][C:38]1=O, predict the reaction product. The product is: [C:12]([N:4]1[C:5]2=[N:6][CH:7]=[N:8][C:9]([NH2:11])=[C:10]2[C:2]([O:27][C:19]2[C:17]3[C:25](=[CH:38][CH:39]=[CH:40][CH:28]=3)[CH:22]=[CH:21][CH:20]=2)=[N:3]1)([CH3:15])([CH3:14])[CH3:13]. (4) Given the reactants [Cl:1][C:2]1[CH:3]=[C:4]([CH:12]([CH2:16][CH:17]2[CH2:21][CH2:20][O:19][CH2:18]2)[C:13]([OH:15])=O)[CH:5]=[CH:6][C:7]=1[S:8]([CH3:11])(=[O:10])=[O:9].C(Cl)(=O)C(Cl)=O.[C:28]([Si:32]([CH3:43])([CH3:42])[O:33][CH2:34][CH2:35][N:36]1[CH:40]=[CH:39][C:38]([NH2:41])=[N:37]1)([CH3:31])([CH3:30])[CH3:29].N1C(C)=CC=CC=1C, predict the reaction product. The product is: [C:28]([Si:32]([CH3:43])([CH3:42])[O:33][CH2:34][CH2:35][N:36]1[CH:40]=[CH:39][C:38]([NH:41][C:13](=[O:15])[CH:12]([C:4]2[CH:5]=[CH:6][C:7]([S:8]([CH3:11])(=[O:9])=[O:10])=[C:2]([Cl:1])[CH:3]=2)[CH2:16][CH:17]2[CH2:21][CH2:20][O:19][CH2:18]2)=[N:37]1)([CH3:31])([CH3:30])[CH3:29]. (5) Given the reactants Cl.Cl.[NH:3]1[CH2:8][CH2:7][CH2:6][CH:5]([NH:9][C:10]([NH:12][C:13]2[N:14]=[C:15]3[CH:21]=[CH:20][N:19]([CH2:22][O:23][CH2:24][CH2:25][Si:26]([CH3:29])([CH3:28])[CH3:27])[C:16]3=[N:17][CH:18]=2)=[O:11])[CH2:4]1.[CH:30]1([CH2:33][S:34](Cl)(=[O:36])=[O:35])[CH2:32][CH2:31]1, predict the reaction product. The product is: [CH:30]1([CH2:33][S:34]([N:3]2[CH2:8][CH2:7][CH2:6][CH:5]([NH:9][C:10]([NH:12][C:13]3[N:14]=[C:15]4[CH:21]=[CH:20][N:19]([CH2:22][O:23][CH2:24][CH2:25][Si:26]([CH3:29])([CH3:28])[CH3:27])[C:16]4=[N:17][CH:18]=3)=[O:11])[CH2:4]2)(=[O:36])=[O:35])[CH2:32][CH2:31]1. (6) The product is: [CH2:39]([C:37]1[S:38][C:32]2[N:31]([CH2:41][C:42]3[CH:43]=[CH:44][C:45]([C:48]4[CH:53]=[CH:52][CH:51]=[CH:50][C:49]=4[C:54]4[NH:55][C:4](=[O:7])[O:5][N:3]=4)=[CH:46][CH:47]=3)[C:30](=[O:56])[N:29]([CH2:28][CH2:27][N:23]3[CH:24]=[CH:25][N:26]=[C:22]3[CH2:21][OH:20])[C:34](=[O:35])[C:33]=2[CH:36]=1)[CH3:40]. Given the reactants [Cl-].O[NH3+:3].[C:4](=[O:7])([O-])[OH:5].[Na+].CS(C)=O.[Si]([O:20][CH2:21][C:22]1[N:23]([CH2:27][CH2:28][N:29]2[C:34](=[O:35])[C:33]3[CH:36]=[C:37]([CH2:39][CH3:40])[S:38][C:32]=3[N:31]([CH2:41][C:42]3[CH:47]=[CH:46][C:45]([C:48]4[C:49]([C:54]#[N:55])=[CH:50][CH:51]=[CH:52][CH:53]=4)=[CH:44][CH:43]=3)[C:30]2=[O:56])[CH:24]=[CH:25][N:26]=1)(C(C)(C)C)(C)C, predict the reaction product. (7) Given the reactants [N:1]1[C:10]2[C:5](=[CH:6][C:7]([CH:11]=O)=[CH:8][CH:9]=2)[CH:4]=[N:3][CH:2]=1.[S:13]1[CH2:19][C:17](=[O:18])[NH:16][C:14]1=[S:15].C([O-])(=O)C.[Na+].O, predict the reaction product. The product is: [N:1]1[C:10]2[C:5](=[CH:6][C:7]([CH:11]=[C:19]3[S:13][C:14](=[S:15])[NH:16][C:17]3=[O:18])=[CH:8][CH:9]=2)[CH:4]=[N:3][CH:2]=1.